Dataset: NCI-60 drug combinations with 297,098 pairs across 59 cell lines. Task: Regression. Given two drug SMILES strings and cell line genomic features, predict the synergy score measuring deviation from expected non-interaction effect. (1) Drug 2: C1CN(P(=O)(OC1)NCCCl)CCCl. Synergy scores: CSS=0.452, Synergy_ZIP=-1.62, Synergy_Bliss=-2.95, Synergy_Loewe=0.310, Synergy_HSA=-4.94. Drug 1: CC1CCC2CC(C(=CC=CC=CC(CC(C(=O)C(C(C(=CC(C(=O)CC(OC(=O)C3CCCCN3C(=O)C(=O)C1(O2)O)C(C)CC4CCC(C(C4)OC)O)C)C)O)OC)C)C)C)OC. Cell line: HL-60(TB). (2) Drug 1: CC12CCC(CC1=CCC3C2CCC4(C3CC=C4C5=CN=CC=C5)C)O. Drug 2: CC1C(C(CC(O1)OC2CC(CC3=C2C(=C4C(=C3O)C(=O)C5=C(C4=O)C(=CC=C5)OC)O)(C(=O)CO)O)N)O.Cl. Cell line: CAKI-1. Synergy scores: CSS=39.9, Synergy_ZIP=1.84, Synergy_Bliss=2.29, Synergy_Loewe=2.43, Synergy_HSA=4.03. (3) Drug 1: CCC1(CC2CC(C3=C(CCN(C2)C1)C4=CC=CC=C4N3)(C5=C(C=C6C(=C5)C78CCN9C7C(C=CC9)(C(C(C8N6C=O)(C(=O)OC)O)OC(=O)C)CC)OC)C(=O)OC)O.OS(=O)(=O)O. Drug 2: C1C(C(OC1N2C=NC3=C2NC=NCC3O)CO)O. Cell line: NCI-H322M. Synergy scores: CSS=0.194, Synergy_ZIP=1.17, Synergy_Bliss=1.51, Synergy_Loewe=-1.57, Synergy_HSA=-1.37. (4) Cell line: SF-539. Drug 2: CC1=C(C(=CC=C1)Cl)NC(=O)C2=CN=C(S2)NC3=CC(=NC(=N3)C)N4CCN(CC4)CCO. Drug 1: CN1CCC(CC1)COC2=C(C=C3C(=C2)N=CN=C3NC4=C(C=C(C=C4)Br)F)OC. Synergy scores: CSS=19.8, Synergy_ZIP=-3.76, Synergy_Bliss=2.43, Synergy_Loewe=2.09, Synergy_HSA=4.00.